Dataset: Forward reaction prediction with 1.9M reactions from USPTO patents (1976-2016). Task: Predict the product of the given reaction. (1) The product is: [C:11]([O:15][C:7](=[O:8])/[CH:6]=[CH:5]/[C:4]([O:3][CH2:1][CH3:2])=[O:10])([CH3:14])([CH3:13])[CH3:12]. Given the reactants [CH2:1]([O:3][C:4](=[O:10])/[CH:5]=[CH:6]/[C:7](O)=[O:8])[CH3:2].[C:11]([OH:15])([CH3:14])([CH3:13])[CH3:12].C1CCC(N=C=NC2CCCCC2)CC1.CC(C)=O, predict the reaction product. (2) Given the reactants [Cl:1][C:2]1[CH:7]=[CH:6][C:5]([C@@H:8]2[CH2:12][C@@H:11]([OH:13])[CH2:10][C@H:9]2[C:14]([OH:16])=O)=[CH:4][CH:3]=1.Cl.CN(C)CCCN=C=NCC.ON1C2C=CC=CC=2N=N1.CN1CCOCC1.[Cl-].[CH:47]1([C:53]2([CH2:59][N:60]3[C:64]([CH3:66])([CH3:65])[CH2:63][O:62][C:61]3=[O:67])[CH2:58][CH2:57][NH2+:56][CH2:55][CH2:54]2)[CH2:52][CH2:51][CH2:50][CH2:49][CH2:48]1, predict the reaction product. The product is: [Cl:1][C:2]1[CH:3]=[CH:4][C:5]([C@@H:8]2[CH2:12][C@@H:11]([OH:13])[CH2:10][C@H:9]2[C:14]([N:56]2[CH2:57][CH2:58][C:53]([CH2:59][N:60]3[C:64]([CH3:65])([CH3:66])[CH2:63][O:62][C:61]3=[O:67])([CH:47]3[CH2:48][CH2:49][CH2:50][CH2:51][CH2:52]3)[CH2:54][CH2:55]2)=[O:16])=[CH:6][CH:7]=1.